This data is from Full USPTO retrosynthesis dataset with 1.9M reactions from patents (1976-2016). The task is: Predict the reactants needed to synthesize the given product. (1) Given the product [F:17][C:10]1[CH:11]=[C:12]([C:13]([O:15][CH3:16])=[O:14])[C:6]2[O:5][C:4]([C:1]3([CH3:2])[O:20][CH2:19][CH2:18][O:3]3)=[CH:8][C:7]=2[CH:9]=1, predict the reactants needed to synthesize it. The reactants are: [C:1]([C:4]1[O:5][C:6]2[C:12]([C:13]([O:15][CH3:16])=[O:14])=[CH:11][C:10]([F:17])=[CH:9][C:7]=2[CH:8]=1)(=[O:3])[CH3:2].[CH2:18](O)[CH2:19][OH:20].CC1C=CC(S(O)(=O)=O)=CC=1. (2) Given the product [C:7]([N:6]1[C:2]2=[N:1][CH:17]=[C:16]([N+:13]([O-:15])=[O:14])[CH:19]=[C:3]2[C:4]([C:11]#[N:12])=[CH:5]1)([CH3:8])([CH3:9])[CH3:10], predict the reactants needed to synthesize it. The reactants are: [NH2:1][C:2]1[N:6]([C:7]([CH3:10])([CH3:9])[CH3:8])[CH:5]=[C:4]([C:11]#[N:12])[CH:3]=1.[N+:13]([CH:16]([CH:19]=O)[CH:17]=O)([O-:15])=[O:14].[Na].Cl. (3) Given the product [CH3:27][C:4]1[CH:5]=[C:6]([S:8][CH2:9][C:10]2[C:11]([C:21]3[CH:26]=[CH:25][CH:24]=[CH:23][CH:22]=3)=[N:12][C:13]3[C:18]([CH:19]=2)=[CH:17][CH:16]=[CH:15][C:14]=3[CH3:20])[N:7]=[C:2]([NH2:28])[N:3]=1, predict the reactants needed to synthesize it. The reactants are: Cl[C:2]1[N:7]=[C:6]([S:8][CH2:9][C:10]2[C:11]([C:21]3[CH:26]=[CH:25][CH:24]=[CH:23][CH:22]=3)=[N:12][C:13]3[C:18]([CH:19]=2)=[CH:17][CH:16]=[CH:15][C:14]=3[CH3:20])[CH:5]=[C:4]([CH3:27])[N:3]=1.[NH3:28]. (4) Given the product [Br:3][C:4]1[CH:5]=[C:6]([CH:35]=[CH:36][CH:37]=1)[CH2:7][S:8][C:9]1[N:13]([CH2:14][CH2:15][CH2:16][N:17]([CH3:26])[CH2:18][CH2:19][C:20]2[CH:25]=[CH:24][CH:23]=[CH:22][N:21]=2)[C:12]2[CH:27]=[CH:28][C:29]([C:31]([OH:33])=[O:32])=[CH:30][C:11]=2[N:10]=1, predict the reactants needed to synthesize it. The reactants are: [OH-].[Li+].[Br:3][C:4]1[CH:5]=[C:6]([CH:35]=[CH:36][CH:37]=1)[CH2:7][S:8][C:9]1[N:13]([CH2:14][CH2:15][CH2:16][N:17]([CH3:26])[CH2:18][CH2:19][C:20]2[CH:25]=[CH:24][CH:23]=[CH:22][N:21]=2)[C:12]2[CH:27]=[CH:28][C:29]([C:31]([O:33]C)=[O:32])=[CH:30][C:11]=2[N:10]=1. (5) Given the product [NH2:1][C:4]1[CH:5]=[C:6]([CH:10]([C:22]2[C:31]([OH:32])=[C:30]3[C:25]([CH:26]=[CH:27][CH:28]=[N:29]3)=[C:24]([Cl:33])[CH:23]=2)[NH:11][C:12](=[O:21])[CH2:13][O:14][C:15]2[CH:16]=[CH:17][CH:18]=[CH:19][CH:20]=2)[CH:7]=[CH:8][CH:9]=1, predict the reactants needed to synthesize it. The reactants are: [N+:1]([C:4]1[CH:5]=[C:6]([CH:10]([C:22]2[C:31]([OH:32])=[C:30]3[C:25]([CH:26]=[CH:27][CH:28]=[N:29]3)=[C:24]([Cl:33])[CH:23]=2)[NH:11][C:12](=[O:21])[CH2:13][O:14][C:15]2[CH:20]=[CH:19][CH:18]=[CH:17][CH:16]=2)[CH:7]=[CH:8][CH:9]=1)([O-])=O. (6) Given the product [CH3:6][S:7]([N:10]1[C:14]2[CH:15]=[CH:16][C:17]([S:2]([Cl:1])(=[O:5])=[O:3])=[CH:18][C:13]=2[N:12]=[C:11]1[NH2:19])(=[O:8])=[O:9], predict the reactants needed to synthesize it. The reactants are: [Cl:1][S:2]([OH:5])(=O)=[O:3].[CH3:6][S:7]([N:10]1[C:14]2[CH:15]=[CH:16][CH:17]=[CH:18][C:13]=2[N:12]=[C:11]1[NH2:19])(=[O:9])=[O:8].C(=O)(O)[O-].[Na+]. (7) Given the product [OH:1][C@@:2]([C:33]1[CH:34]=[C:35]2[C:40](=[CH:41][CH:42]=1)[CH:39]=[C:38]([C:43]([NH:45][CH3:46])=[O:44])[CH:37]=[CH:36]2)([C:9]1[N:10]=[CH:11][N:12]([C:14]([C:21]2[CH:26]=[CH:25][CH:24]=[CH:23][CH:22]=2)([C:27]2[CH:28]=[CH:29][CH:30]=[CH:31][CH:32]=2)[C:15]2[CH:20]=[CH:19][CH:18]=[CH:17][CH:16]=2)[CH:13]=1)[CH2:3][CH2:4][OH:5], predict the reactants needed to synthesize it. The reactants are: [OH:1][C@@:2]([C:33]1[CH:42]=[CH:41][C:40]2[C:35](=[CH:36][CH:37]=[C:38]([C:43]([NH:45][CH3:46])=[O:44])[CH:39]=2)[CH:34]=1)([C:9]1[N:10]=[CH:11][N:12]([C:14]([C:27]2[CH:32]=[CH:31][CH:30]=[CH:29][CH:28]=2)([C:21]2[CH:26]=[CH:25][CH:24]=[CH:23][CH:22]=2)[C:15]2[CH:20]=[CH:19][CH:18]=[CH:17][CH:16]=2)[CH:13]=1)[CH2:3][C:4](OCC)=[O:5].[BH4-].[Na+].[Cl-].[Ca+2].[Cl-].Cl. (8) Given the product [Br:1][C:2]1[CH:7]=[CH:6][C:5]([C@H:8]([NH:10][S:17]([CH3:20])(=[O:19])=[O:18])[CH3:9])=[CH:4][CH:3]=1, predict the reactants needed to synthesize it. The reactants are: [Br:1][C:2]1[CH:7]=[CH:6][C:5]([C@H:8]([NH2:10])[CH3:9])=[CH:4][CH:3]=1.N1C=CC=CC=1.[S:17](Cl)([CH3:20])(=[O:19])=[O:18]. (9) The reactants are: [CH3:1][Mg]Br.[Cl:4][C:5]1[CH:10]=[CH:9][CH:8]=[CH:7][C:6]=1[C:11]1[CH:20]=[C:19]([C:21](=[O:36])[CH2:22][N:23]2[CH2:28][CH2:27][N:26]([C:29]([O:31][C:32]([CH3:35])([CH3:34])[CH3:33])=[O:30])[CH2:25][CH2:24]2)[CH:18]=[C:17]2[C:12]=1[CH2:13][N:14]([CH2:46][C:47]1[CH:52]=[CH:51][C:50]([O:53][CH3:54])=[CH:49][CH:48]=1)[C:15](=[O:45])[N:16]2[C:37]1[C:42]([Cl:43])=[CH:41][CH:40]=[CH:39][C:38]=1[Cl:44]. Given the product [Cl:4][C:5]1[CH:10]=[CH:9][CH:8]=[CH:7][C:6]=1[C:11]1[CH:20]=[C:19]([C:21]([OH:36])([CH3:1])[CH2:22][N:23]2[CH2:28][CH2:27][N:26]([C:29]([O:31][C:32]([CH3:35])([CH3:34])[CH3:33])=[O:30])[CH2:25][CH2:24]2)[CH:18]=[C:17]2[C:12]=1[CH2:13][N:14]([CH2:46][C:47]1[CH:48]=[CH:49][C:50]([O:53][CH3:54])=[CH:51][CH:52]=1)[C:15](=[O:45])[N:16]2[C:37]1[C:42]([Cl:43])=[CH:41][CH:40]=[CH:39][C:38]=1[Cl:44], predict the reactants needed to synthesize it. (10) Given the product [F:1][C:2]1[CH:11]=[C:10]([F:12])[CH:9]=[C:8]2[C:3]=1[C:4]([NH:20][C:21]1[CH:22]=[N:23][CH:24]=[C:25]([N:27]3[CH2:32][CH2:31][O:30][CH2:29][CH2:28]3)[CH:26]=1)=[C:5]([CH3:19])[C:6]([N:13]1[CH2:14][CH2:15][N:16]([S:40]([C:36]3[CH:37]=[CH:38][CH:39]=[C:34]([F:33])[CH:35]=3)(=[O:42])=[O:41])[CH2:17][CH2:18]1)=[N:7]2, predict the reactants needed to synthesize it. The reactants are: [F:1][C:2]1[CH:11]=[C:10]([F:12])[CH:9]=[C:8]2[C:3]=1[C:4]([NH:20][C:21]1[CH:22]=[N:23][CH:24]=[C:25]([N:27]3[CH2:32][CH2:31][O:30][CH2:29][CH2:28]3)[CH:26]=1)=[C:5]([CH3:19])[C:6]([N:13]1[CH2:18][CH2:17][NH:16][CH2:15][CH2:14]1)=[N:7]2.[F:33][C:34]1[CH:35]=[C:36]([S:40](Cl)(=[O:42])=[O:41])[CH:37]=[CH:38][CH:39]=1.